Dataset: Full USPTO retrosynthesis dataset with 1.9M reactions from patents (1976-2016). Task: Predict the reactants needed to synthesize the given product. (1) Given the product [Cl:1][C:2]1[CH:3]=[CH:4][C:5]([N:10]2[CH2:20][CH2:19][C:13]3[N:14]=[CH:15][N:16]=[C:17]([NH:33][CH2:32][C:28]4[CH:29]=[CH:30][CH:31]=[C:26]([N:24]5[CH:25]=[N:21][N:22]=[CH:23]5)[CH:27]=4)[C:12]=3[CH2:11]2)=[C:6]([CH:9]=1)[C:7]#[N:8], predict the reactants needed to synthesize it. The reactants are: [Cl:1][C:2]1[CH:3]=[CH:4][C:5]([N:10]2[CH2:20][CH2:19][C:13]3[N:14]=[CH:15][N:16]=[C:17](Cl)[C:12]=3[CH2:11]2)=[C:6]([CH:9]=1)[C:7]#[N:8].[N:21]1[N:22]=[CH:23][N:24]([C:26]2[CH:27]=[C:28]([CH2:32][NH2:33])[CH:29]=[CH:30][CH:31]=2)[CH:25]=1.C(N(CC)C(C)C)(C)C. (2) Given the product [CH2:1]([O:3][C:4](=[O:27])[CH2:5][CH2:6][C:7]1[CH:12]=[C:11]([O:13][CH3:14])[C:10]([CH2:15][C@H:16]([NH:18][C:19](=[O:24])[C:20]([F:23])([F:21])[F:22])[CH3:17])=[CH:9][C:8]=1[O:25][CH3:26])[CH3:2], predict the reactants needed to synthesize it. The reactants are: [CH2:1]([O:3][C:4](=[O:27])[CH:5]=[CH:6][C:7]1[CH:12]=[C:11]([O:13][CH3:14])[C:10]([CH2:15][C@H:16]([NH:18][C:19](=[O:24])[C:20]([F:23])([F:22])[F:21])[CH3:17])=[CH:9][C:8]=1[O:25][CH3:26])[CH3:2].